From a dataset of Forward reaction prediction with 1.9M reactions from USPTO patents (1976-2016). Predict the product of the given reaction. (1) Given the reactants F[C:2]1[CH:7]=[CH:6][CH:5]=[CH:4][C:3]=1[N+:8]([O-:10])=[O:9].[CH3:11][O:12][C:13](=[O:22])[CH2:14][C:15]1([NH2:21])[CH2:20][CH2:19][CH2:18][CH2:17][CH2:16]1.CCN(C(C)C)C(C)C, predict the reaction product. The product is: [CH3:11][O:12][C:13](=[O:22])[CH2:14][C:15]1([NH:21][C:2]2[CH:7]=[CH:6][CH:5]=[CH:4][C:3]=2[N+:8]([O-:10])=[O:9])[CH2:16][CH2:17][CH2:18][CH2:19][CH2:20]1. (2) Given the reactants Br[C:2]1[CH:7]=[N:6][CH:5]=[C:4]2[N:8]([CH3:11])[N:9]=[CH:10][C:3]=12.C[Si]([C:16]#[C:17][C:18]1[CH:19]=[C:20]([NH2:24])[CH:21]=[CH:22][CH:23]=1)(C)C.[F-].[CH2:26]([N+](CCCC)(CCCC)CCCC)CCC, predict the reaction product. The product is: [CH3:26][C:23]1[CH:22]=[CH:21][C:20]([NH2:24])=[CH:19][C:18]=1[C:17]#[C:16][C:2]1[CH:7]=[N:6][CH:5]=[C:4]2[N:8]([CH3:11])[N:9]=[CH:10][C:3]=12. (3) Given the reactants C([O:3][C:4](=[O:21])[C:5]([CH3:20])=[CH:6][C:7]1[CH:12]=[CH:11][C:10]([C:13]([F:16])([F:15])[F:14])=[CH:9][C:8]=1[CH2:17][CH2:18][CH3:19])C.[Li+].[OH-], predict the reaction product. The product is: [CH3:20][C:5](=[CH:6][C:7]1[CH:12]=[CH:11][C:10]([C:13]([F:14])([F:15])[F:16])=[CH:9][C:8]=1[CH2:17][CH2:18][CH3:19])[C:4]([OH:21])=[O:3]. (4) Given the reactants [C:1]([C:3]1[CH:19]=[CH:18][C:6]([C:7]([O:9][CH2:10][CH2:11][CH2:12][CH:13]2[O:17][CH2:16][CH2:15][O:14]2)=[O:8])=[CH:5][CH:4]=1)#[N:2].[NH2:20][OH:21], predict the reaction product. The product is: [OH:21][N:20]=[C:1]([C:3]1[CH:4]=[CH:5][C:6]([C:7]([O:9][CH2:10][CH2:11][CH2:12][CH:13]2[O:14][CH2:15][CH2:16][O:17]2)=[O:8])=[CH:18][CH:19]=1)[NH2:2]. (5) The product is: [C:65]1([N:64]2[CH:66]=[N:1][C:2]3[C:63]2=[N:6][C:5]([C:15]2[CH:16]=[N:17][CH:18]=[CH:19][CH:20]=2)=[N:4][C:3]=3[C:21]([NH2:51])=[O:23])[CH:37]=[CH:38][CH:33]=[CH:34][CH:35]=1. Given the reactants [NH2:1][C:2]1[C:3]([C:21]([O:23]C)=O)=[N:4][C:5]([C:15]2[CH:16]=[N:17][CH:18]=[CH:19][CH:20]=2)=[N:6]C=1NC1C=CC=CC=1.NC1C(C(OC)=O)=NC(Cl)=NC=1N[C:33]1[CH:38]=[CH:37]C=[CH:35][CH:34]=1.C([Sn](CCCC)(CCCC)C1C=[N:51]C=CC=1)CCC.[CH3:63][N:64]([CH:66]=O)[CH3:65], predict the reaction product. (6) Given the reactants Cl[C:2]1[CH:3]=[C:4]([C:9]2[N:13]3[CH:14]=[CH:15][C:16]([C:19]([OH:22])([CH3:21])[CH3:20])=[C:17]([F:18])[C:12]3=[N:11][CH:10]=2)[CH:5]=[CH:6][C:7]=1[F:8].[C:23]([C:25]1[CH:26]=[C:27](B(O)O)[CH:28]=[CH:29][CH:30]=1)#[N:24], predict the reaction product. The product is: [F:8][C:7]1[CH:6]=[CH:5][C:4]([C:9]2[N:13]3[CH:14]=[CH:15][C:16]([C:19]([OH:22])([CH3:21])[CH3:20])=[C:17]([F:18])[C:12]3=[N:11][CH:10]=2)=[CH:3][C:2]=1[C:29]1[CH:28]=[CH:27][CH:26]=[C:25]([C:23]#[N:24])[CH:30]=1. (7) Given the reactants [CH3:1][C@H:2]1[CH2:7][CH2:6][C@H:5]([C:8]([OH:10])=O)[CH2:4][CH2:3]1.S(Cl)(Cl)=O.C[C@H]1CC[C@H](C(Cl)=O)CC1.C(N(C(C)C)CC)(C)C.[CH:34]([NH:37][C:38]1[S:39][CH:40]=[CH:41][C:42]=1[C:43]([O:45][CH3:46])=[O:44])([CH3:36])[CH3:35].C(=O)([O-])[O-].[Na+].[Na+], predict the reaction product. The product is: [CH:34]([N:37]([C:8]([C@H:5]1[CH2:4][CH2:3][C@H:2]([CH3:1])[CH2:7][CH2:6]1)=[O:10])[C:38]1[S:39][CH:40]=[CH:41][C:42]=1[C:43]([O:45][CH3:46])=[O:44])([CH3:36])[CH3:35].